Dataset: Peptide-MHC class I binding affinity with 185,985 pairs from IEDB/IMGT. Task: Regression. Given a peptide amino acid sequence and an MHC pseudo amino acid sequence, predict their binding affinity value. This is MHC class I binding data. The peptide sequence is GDLRQRLLRA. The MHC is Mamu-B01 with pseudo-sequence Mamu-B01. The binding affinity (normalized) is 0.